Predict the reactants needed to synthesize the given product. From a dataset of Full USPTO retrosynthesis dataset with 1.9M reactions from patents (1976-2016). (1) The reactants are: [Br:1][C:2]1[CH:3]=[N:4][CH:5]=[C:6]([CH:9]=1)[CH:7]=O.[CH2:10]([S:12]([NH2:15])(=[O:14])=[O:13])[CH3:11].[CH:16]1([Mg]Br)[CH2:18][CH2:17]1. Given the product [Br:1][C:2]1[CH:9]=[C:6]([CH:7]([NH:15][S:12]([CH2:10][CH3:11])(=[O:14])=[O:13])[CH:16]2[CH2:18][CH2:17]2)[CH:5]=[N:4][CH:3]=1, predict the reactants needed to synthesize it. (2) Given the product [NH2:24][C:25]1[C:30]([S:31]([NH:34][C:8]([C:7]2[C:2]([Cl:1])=[N:3][C:4]([Cl:11])=[CH:5][CH:6]=2)=[O:10])(=[O:32])=[O:33])=[CH:29][CH:28]=[CH:27][N:26]=1, predict the reactants needed to synthesize it. The reactants are: [Cl:1][C:2]1[C:7]([C:8]([OH:10])=O)=[CH:6][CH:5]=[C:4]([Cl:11])[N:3]=1.C1N=CN(C(N2C=NC=C2)=O)C=1.[NH2:24][C:25]1[C:30]([S:31]([NH2:34])(=[O:33])=[O:32])=[CH:29][CH:28]=[CH:27][N:26]=1.[H-].[Na+]. (3) Given the product [CH3:11][O:12][C:13]1[CH:14]=[C:15]([CH:17]=[CH:18][CH:19]=1)[N:16]=[CH:9][C:6]1[CH:7]=[N:8][C:3]([O:2][CH3:1])=[N:4][CH:5]=1, predict the reactants needed to synthesize it. The reactants are: [CH3:1][O:2][C:3]1[N:8]=[CH:7][C:6]([CH:9]=O)=[CH:5][N:4]=1.[CH3:11][O:12][C:13]1[CH:14]=[C:15]([CH:17]=[CH:18][CH:19]=1)[NH2:16]. (4) Given the product [Cl:1][C:2]1[C:23]([CH3:24])=[CH:22][C:5]([O:6][CH2:7][CH2:8][CH2:9][C:10]2[C:18]3[C:13](=[CH:14][CH:15]=[CH:16][CH:17]=3)[NH:12][C:11]=2[C:19]([NH:41][S:38]([N:35]2[CH2:34][CH2:33][N:32]([C:26]3[CH:31]=[CH:30][CH:29]=[CH:28][CH:27]=3)[CH2:37][CH2:36]2)(=[O:39])=[O:40])=[O:20])=[CH:4][C:3]=1[CH3:25], predict the reactants needed to synthesize it. The reactants are: [Cl:1][C:2]1[C:23]([CH3:24])=[CH:22][C:5]([O:6][CH2:7][CH2:8][CH2:9][C:10]2[C:18]3[C:13](=[CH:14][CH:15]=[CH:16][CH:17]=3)[NH:12][C:11]=2[C:19](O)=[O:20])=[CH:4][C:3]=1[CH3:25].[C:26]1([N:32]2[CH2:37][CH2:36][N:35]([S:38]([NH2:41])(=[O:40])=[O:39])[CH2:34][CH2:33]2)[CH:31]=[CH:30][CH:29]=[CH:28][CH:27]=1.